This data is from Reaction yield outcomes from USPTO patents with 853,638 reactions. The task is: Predict the reaction yield, written as a fraction of the theoretical maximum amount of product (1.0 means a 100% yield; for example, 0.34 means a 34% yield). The reactants are FC(F)(F)C(O)=O.[NH2:8][CH:9]1[CH2:14][CH2:13][N:12]([CH2:15][CH2:16][N:17]2[C:26]3[C:21](=[CH:22][CH:23]=[C:24]([Cl:27])[N:25]=3)[CH:20]=[CH:19][C:18]2=[O:28])[CH2:11][CH2:10]1.C(N(C(C)C)CC)(C)C.[O:38]1[C:47]2[CH:46]=[C:45]([CH:48]=O)[N:44]=[CH:43][C:42]=2[O:41][CH2:40][CH2:39]1.C([BH3-])#N.[Na+]. The catalyst is ClCCl.C(#N)C.O.CO. The product is [Cl:27][C:24]1[N:25]=[C:26]2[C:21]([CH:20]=[CH:19][C:18](=[O:28])[N:17]2[CH2:16][CH2:15][N:12]2[CH2:11][CH2:10][CH:9]([NH:8][CH2:48][C:45]3[N:44]=[CH:43][C:42]4[O:41][CH2:40][CH2:39][O:38][C:47]=4[CH:46]=3)[CH2:14][CH2:13]2)=[CH:22][CH:23]=1. The yield is 0.110.